From a dataset of Aqueous solubility values for 9,982 compounds from the AqSolDB database. Regression/Classification. Given a drug SMILES string, predict its absorption, distribution, metabolism, or excretion properties. Task type varies by dataset: regression for continuous measurements (e.g., permeability, clearance, half-life) or binary classification for categorical outcomes (e.g., BBB penetration, CYP inhibition). For this dataset (solubility_aqsoldb), we predict Y. (1) The molecule is CCCCC(CC)C(=O)[O-].CCCCC(CC)C(=O)[O-].CCCCC(CC)C(=O)[O-].[Cr+3]. The Y is -3.02 log mol/L. (2) The compound is CC(C)CC(C)(C)O. The Y is -0.931 log mol/L.